This data is from Cav3 T-type calcium channel HTS with 100,875 compounds. The task is: Binary Classification. Given a drug SMILES string, predict its activity (active/inactive) in a high-throughput screening assay against a specified biological target. (1) The molecule is O(CCn1c(ccc1)C=O)c1c(OC)cc(cc1)CC=C. The result is 0 (inactive). (2) The compound is S(=O)(=O)(c1c(cc(nc1Sc1ccc(cc1)C)C)C)C. The result is 0 (inactive). (3) The drug is O(C(=O)c1c(cccc1)C(O)=O)CC#C. The result is 0 (inactive).